The task is: Predict the product of the given reaction.. This data is from Forward reaction prediction with 1.9M reactions from USPTO patents (1976-2016). (1) Given the reactants C(OC(=O)[NH:7][C@@H:8]1[CH2:12][CH2:11][N:10]([CH2:13][C:14]2[CH:19]=[CH:18][C:17]([C:20]3[CH:21]=[C:22]([C:26]4[CH:31]=[C:30]([NH:32][CH:33]5[CH2:35][CH2:34]5)[N:29]=[C:28]([C:36]5[CH:41]=[CH:40][CH:39]=[CH:38][N:37]=5)[CH:27]=4)[CH:23]=[N:24][CH:25]=3)=[CH:16][CH:15]=2)[CH2:9]1)(C)(C)C, predict the reaction product. The product is: [NH2:7][C@@H:8]1[CH2:12][CH2:11][N:10]([CH2:13][C:14]2[CH:15]=[CH:16][C:17]([C:20]3[CH:21]=[C:22]([C:26]4[CH:31]=[C:30]([NH:32][CH:33]5[CH2:34][CH2:35]5)[N:29]=[C:28]([C:36]5[CH:41]=[CH:40][CH:39]=[CH:38][N:37]=5)[CH:27]=4)[CH:23]=[N:24][CH:25]=3)=[CH:18][CH:19]=2)[CH2:9]1. (2) Given the reactants [NH2:1][C:2]1[C:3]([C:14]([NH:16][NH2:17])=O)=[N:4][C:5]([C:8]2[CH:9]=[N:10][CH:11]=[CH:12][CH:13]=2)=[CH:6][N:7]=1.Cl.[C:19](N)(=[NH:26])[C:20]1[CH:25]=[CH:24][CH:23]=[CH:22][CH:21]=1.C([O-])C.[Na+], predict the reaction product. The product is: [C:20]1([C:19]2[NH:26][C:14]([C:3]3[C:2]([NH2:1])=[N:7][CH:6]=[C:5]([C:8]4[CH:9]=[N:10][CH:11]=[CH:12][CH:13]=4)[N:4]=3)=[N:16][N:17]=2)[CH:25]=[CH:24][CH:23]=[CH:22][CH:21]=1.